This data is from Full USPTO retrosynthesis dataset with 1.9M reactions from patents (1976-2016). The task is: Predict the reactants needed to synthesize the given product. (1) Given the product [CH3:22][C:21]1[N:24]=[C:2]([C:4]2[CH:9]=[CH:8][C:7]([F:10])=[C:6]([Br:11])[CH:5]=2)[CH:1]=[CH:12][N:23]=1, predict the reactants needed to synthesize it. The reactants are: [CH3:1][C:2]([C:4]1[CH:9]=[CH:8][C:7]([F:10])=[C:6]([Br:11])[CH:5]=1)=O.[CH3:12]OC(OC)N(C)C.Cl.[C:21]([NH2:24])(=[NH:23])[CH3:22].CC(C)([O-])C.[K+]. (2) Given the product [CH2:11]([N:7]1[C:8]2[C:4](=[CH:3][C:2]([C:20]3[CH:21]=[CH:22][C:17]([O:16][CH3:15])=[CH:18][CH:19]=3)=[CH:10][CH:9]=2)[CH:5]=[CH:6]1)[CH2:12][CH2:13][CH3:14], predict the reactants needed to synthesize it. The reactants are: Br[C:2]1[CH:3]=[C:4]2[C:8](=[CH:9][CH:10]=1)[N:7]([CH2:11][CH2:12][CH2:13][CH3:14])[CH:6]=[CH:5]2.[CH3:15][O:16][C:17]1[CH:22]=[CH:21][C:20](B(O)O)=[CH:19][CH:18]=1. (3) Given the product [C:1]1([C:20]2[CH:21]=[CH:22][CH:23]=[CH:24][CH:25]=2)[CH:6]=[CH:5][C:4]([CH:7]([NH:12][C:13](=[O:14])[O:15][C:16]([CH3:19])([CH3:17])[CH3:18])[CH2:8][C:9]#[N:11])=[CH:3][CH:2]=1, predict the reactants needed to synthesize it. The reactants are: [C:1]1([C:20]2[CH:25]=[CH:24][CH:23]=[CH:22][CH:21]=2)[CH:6]=[CH:5][C:4]([CH:7]([NH:12][C:13]([O:15][C:16]([CH3:19])([CH3:18])[CH3:17])=[O:14])[CH2:8][C:9]([NH2:11])=O)=[CH:3][CH:2]=1.C(N(CC)CC)C.FC(F)(F)C(OC(=O)C(F)(F)F)=O.O. (4) Given the product [CH3:14][O:13][C:7]1[CH:8]=[C:9]([O:11][CH3:12])[CH:10]=[C:2]2[C:3]=1[C:4](=[O:5])[NH:6][C:16]([C:17]1[CH:2]=[C:3]([CH3:4])[C:7]([O:13][CH3:14])=[C:19]([CH3:20])[CH:18]=1)=[N:1]2, predict the reactants needed to synthesize it. The reactants are: [NH2:1][C:2]1[CH:10]=[C:9]([O:11][CH3:12])[CH:8]=[C:7]([O:13][CH3:14])[C:3]=1[C:4]([NH2:6])=[O:5].N1[CH:20]=[CH:19][CH:18]=[CH:17][CH:16]=1. (5) Given the product [CH3:2][C:3]1[S:4][C:5]([C:8]2[NH:9][C:20](=[O:21])[C:19]([CH:18]([NH:17][C:14](=[O:16])[CH3:15])[CH3:26])=[N:12][N:10]=2)=[CH:6][N:7]=1, predict the reactants needed to synthesize it. The reactants are: Cl.[CH3:2][C:3]1[S:4][C:5]([C:8](=[NH:10])[NH2:9])=[CH:6][N:7]=1.O.[NH2:12]N.[C:14]([NH:17][CH:18]([CH3:26])[C:19](=O)[C:20](OCC)=[O:21])(=[O:16])[CH3:15]. (6) Given the product [F:1][C:2]1[C:3]([F:13])=[C:4]([F:12])[C:5]2[S:9][C:8](=[N:10][C:18](=[O:19])[C:17]3[CH:21]=[CH:22][CH:23]=[C:15]([F:14])[CH:16]=3)[N:7]([CH:25]([CH2:30][CH3:31])[C:26]([OH:28])=[O:27])[C:6]=2[CH:11]=1, predict the reactants needed to synthesize it. The reactants are: [F:1][C:2]1[C:3]([F:13])=[C:4]([F:12])[C:5]2[S:9][C:8]([NH2:10])=[N:7][C:6]=2[CH:11]=1.[F:14][C:15]1[CH:16]=[C:17]([CH:21]=[CH:22][CH:23]=1)[C:18](Cl)=[O:19].Br[CH:25]([CH2:30][CH3:31])[C:26]([O:28]C)=[O:27].COC1C=CC2N=C(N)SC=2C=1.ClC1C=C(C=CC=1)C(Cl)=O.BrCC(OCC)=O.